From a dataset of TCR-epitope binding with 47,182 pairs between 192 epitopes and 23,139 TCRs. Binary Classification. Given a T-cell receptor sequence (or CDR3 region) and an epitope sequence, predict whether binding occurs between them. (1) The epitope is TPRVTGGGAM. The TCR CDR3 sequence is CASSQDSLGTDTQYF. Result: 0 (the TCR does not bind to the epitope). (2) The epitope is LLWNGPMAV. The TCR CDR3 sequence is CSAPTSGGSNEQFF. Result: 1 (the TCR binds to the epitope).